From a dataset of Peptide-MHC class I binding affinity with 185,985 pairs from IEDB/IMGT. Regression. Given a peptide amino acid sequence and an MHC pseudo amino acid sequence, predict their binding affinity value. This is MHC class I binding data. (1) The peptide sequence is RMCHEGINPN. The MHC is H-2-Db with pseudo-sequence H-2-Db. The binding affinity (normalized) is 0. (2) The peptide sequence is LPSCPTNFCIF. The MHC is HLA-B35:01 with pseudo-sequence HLA-B35:01. The binding affinity (normalized) is 0.643. (3) The peptide sequence is SRYWAIRTR. The MHC is Mamu-B03 with pseudo-sequence Mamu-B03. The binding affinity (normalized) is 0.396. (4) The peptide sequence is SLIKSTLQV. The MHC is HLA-A02:01 with pseudo-sequence HLA-A02:01. The binding affinity (normalized) is 0.491. (5) The peptide sequence is SARALKAYFT. The MHC is HLA-A68:02 with pseudo-sequence HLA-A68:02. The binding affinity (normalized) is 0.230. (6) The peptide sequence is FDLASWIKYI. The MHC is Mamu-B01 with pseudo-sequence Mamu-B01. The binding affinity (normalized) is 0.134.